From a dataset of Full USPTO retrosynthesis dataset with 1.9M reactions from patents (1976-2016). Predict the reactants needed to synthesize the given product. (1) Given the product [Cl:11][C:7]1[CH:8]=[C:9]2[C:4](=[CH:5][CH:6]=1)[C:3](=[O:12])[CH:2]([S:13][C:14]1[CH:19]=[CH:18][CH:17]=[CH:16][CH:15]=1)[CH2:10]2, predict the reactants needed to synthesize it. The reactants are: Br[CH:2]1[CH2:10][C:9]2[C:4](=[CH:5][CH:6]=[C:7]([Cl:11])[CH:8]=2)[C:3]1=[O:12].[S-:13][C:14]1[CH:19]=[CH:18][CH:17]=[CH:16][CH:15]=1.[Na+]. (2) Given the product [Cl:8][C:9]1[CH:17]=[C:16]([Cl:18])[CH:15]=[CH:14][C:10]=1[C:11]([NH:29][CH2:28][C:23]1([CH2:22][CH:19]2[CH2:21][CH2:20]2)[CH2:24][C:25](=[CH2:27])[CH2:26]1)=[O:12], predict the reactants needed to synthesize it. The reactants are: C(N(CC)CC)C.[Cl:8][C:9]1[CH:17]=[C:16]([Cl:18])[CH:15]=[CH:14][C:10]=1[C:11](Cl)=[O:12].[CH:19]1([CH2:22][C:23]2([CH2:28][NH2:29])[CH2:26][C:25](=[CH2:27])[CH2:24]2)[CH2:21][CH2:20]1. (3) Given the product [OH:8][C:9]1[CH:17]=[C:16]2[C:12]([C:13]([C:19]3[N:27]([S:28]([C:31]4[CH:36]=[CH:35][C:34]([CH3:37])=[CH:33][CH:32]=4)(=[O:30])=[O:29])[C:22]4=[N:23][CH:24]=[CH:25][CH:26]=[C:21]4[CH:20]=3)=[CH:14][N:15]2[CH3:18])=[CH:11][C:10]=1[O:38][CH3:39], predict the reactants needed to synthesize it. The reactants are: C([O:8][C:9]1[CH:17]=[C:16]2[C:12]([C:13]([C:19]3[N:27]([S:28]([C:31]4[CH:36]=[CH:35][C:34]([CH3:37])=[CH:33][CH:32]=4)(=[O:30])=[O:29])[C:22]4=[N:23][CH:24]=[CH:25][CH:26]=[C:21]4[CH:20]=3)=[CH:14][N:15]2[CH3:18])=[CH:11][C:10]=1[O:38][CH3:39])C1C=CC=CC=1.I[Si](C)(C)C. (4) The reactants are: [F:1][C:2]1[CH:3]=[C:4]([NH:31][C:32](=[O:34])[CH3:33])[CH:5]=[CH:6][C:7]=1[O:8][C:9]1[CH:14]=[CH:13][N:12]=[C:11]2[N:15]([S:21]([C:24]3[CH:29]=[CH:28][C:27]([CH3:30])=[CH:26][CH:25]=3)(=[O:23])=[O:22])[CH:16]=[C:17]([CH2:18][CH2:19][OH:20])[C:10]=12.N1C=CC=CC=1.[C:41]1([CH3:51])[CH:46]=[CH:45][C:44]([S:47](Cl)(=[O:49])=[O:48])=[CH:43][CH:42]=1. Given the product [CH3:51][C:41]1[CH:46]=[CH:45][C:44]([S:47]([O:20][CH2:19][CH2:18][C:17]2[C:10]3[C:11](=[N:12][CH:13]=[CH:14][C:9]=3[O:8][C:7]3[CH:6]=[CH:5][C:4]([NH:31][C:32](=[O:34])[CH3:33])=[CH:3][C:2]=3[F:1])[N:15]([S:21]([C:24]3[CH:29]=[CH:28][C:27]([CH3:30])=[CH:26][CH:25]=3)(=[O:22])=[O:23])[CH:16]=2)(=[O:49])=[O:48])=[CH:43][CH:42]=1, predict the reactants needed to synthesize it. (5) Given the product [F:24][C:20]1[CH:19]=[C:18]([CH:23]=[CH:22][CH:21]=1)[CH2:17][N:14]1[C:15]([CH3:16])=[C:11]([C:10]2[C:4]3[C:5](=[N:6][CH:7]=[C:2]([C:41]4[CH:42]=[CH:43][C:38]([O:37][CH3:36])=[C:39]([NH:53][S:54]([CH3:57])(=[O:55])=[O:56])[CH:40]=4)[CH:3]=3)[N:8]([S:26]([C:29]3[CH:30]=[CH:31][C:32]([CH3:33])=[CH:34][CH:35]=3)(=[O:27])=[O:28])[CH:9]=2)[C:12]([CH3:25])=[N:13]1, predict the reactants needed to synthesize it. The reactants are: Br[C:2]1[CH:3]=[C:4]2[C:10]([C:11]3[C:12]([CH3:25])=[N:13][N:14]([CH2:17][C:18]4[CH:23]=[CH:22][CH:21]=[C:20]([F:24])[CH:19]=4)[C:15]=3[CH3:16])=[CH:9][N:8]([S:26]([C:29]3[CH:35]=[CH:34][C:32]([CH3:33])=[CH:31][CH:30]=3)(=[O:28])=[O:27])[C:5]2=[N:6][CH:7]=1.[CH3:36][O:37][C:38]1[CH:43]=[CH:42][C:41](B2OC(C)(C)C(C)(C)O2)=[CH:40][C:39]=1[NH:53][S:54]([CH3:57])(=[O:56])=[O:55].C(=O)([O-])[O-].[Na+].[Na+]. (6) Given the product [OH:8][CH:9]1[CH2:14][O:13][CH:12]([C:15]([O:17][C:18]([CH3:21])([CH3:20])[CH3:19])=[O:16])[CH2:11][CH2:10]1, predict the reactants needed to synthesize it. The reactants are: [Si]([O:8][CH:9]1[CH2:14][O:13][CH:12]([C:15]([O:17][C:18]([CH3:21])([CH3:20])[CH3:19])=[O:16])[CH2:11][CH2:10]1)(C(C)(C)C)(C)C.[F-].C([N+](CCCC)(CCCC)CCCC)CCC. (7) The reactants are: [C:1]([C:3]1[CH:4]=[C:5]([C:13]([N:15]([CH2:17][CH:18]([C:22]2[CH:27]=[CH:26][C:25]([F:28])=[CH:24][C:23]=2[CH3:29])[CH2:19][CH2:20][OH:21])[CH3:16])=[O:14])[C:6]2[CH2:7][CH2:8][CH2:9][CH2:10][C:11]=2[CH:12]=1)#[N:2].CC(OI1(OC(C)=O)(OC(C)=O)OC(=O)C2C=CC=CC1=2)=O.S([O-])([O-])(=O)=S.[Na+].[Na+]. Given the product [C:1]([C:3]1[CH:4]=[C:5]([C:13]([N:15]([CH2:17][CH:18]([C:22]2[CH:27]=[CH:26][C:25]([F:28])=[CH:24][C:23]=2[CH3:29])[CH2:19][CH:20]=[O:21])[CH3:16])=[O:14])[C:6]2[CH2:7][CH2:8][CH2:9][CH2:10][C:11]=2[CH:12]=1)#[N:2], predict the reactants needed to synthesize it. (8) Given the product [C:8]([NH:7][CH:4]1[CH2:3][CH2:2][CH2:1][CH2:6][CH2:5]1)([NH:9][CH:10]1[CH2:15][CH2:14][CH2:13][CH2:12][CH2:11]1)=[O:16], predict the reactants needed to synthesize it. The reactants are: [CH2:1]1[CH2:6][CH2:5][CH:4]([N:7]=[C:8]=[N:9][CH:10]2[CH2:15][CH2:14][CH2:13][CH2:12][CH2:11]2)[CH2:3][CH2:2]1.[O:16]1CCCC1.